Task: Predict which catalyst facilitates the given reaction.. Dataset: Catalyst prediction with 721,799 reactions and 888 catalyst types from USPTO (1) Product: [N:1]1[C:10]2[C:5](=[CH:6][CH:7]=[CH:8][CH:9]=2)[CH:4]=[C:3]([NH:11][C:12]([C:14]2[CH:15]=[C:16]3[C:20](=[CH:21][CH:22]=2)[N:19]([C:32](=[O:34])[CH3:33])[CH2:18][CH2:17]3)=[O:13])[CH:2]=1. The catalyst class is: 26. Reactant: [N:1]1[C:10]2[C:5](=[CH:6][CH:7]=[CH:8][CH:9]=2)[CH:4]=[C:3]([NH:11][C:12]([C:14]2[CH:15]=[C:16]3[C:20](=[CH:21][CH:22]=2)[NH:19][CH2:18][CH2:17]3)=[O:13])[CH:2]=1.C(N(CC)C(C)C)(C)C.[C:32](Cl)(=[O:34])[CH3:33]. (2) Reactant: [C:1]([O:5][C:6](=[O:19])[NH:7][CH:8]1[CH2:17][C:16]2[C:11](=[CH:12][CH:13]=[C:14]([Br:18])[CH:15]=2)[NH:10][CH2:9]1)([CH3:4])([CH3:3])[CH3:2].[CH:20](=O)[C:21]1[CH:26]=[CH:25][CH:24]=[CH:23][CH:22]=1.[BH-](OC(C)=O)(OC(C)=O)OC(C)=O.[Na+].CC(O)=O. Product: [C:1]([O:5][C:6](=[O:19])[NH:7][CH:8]1[CH2:17][C:16]2[C:11](=[CH:12][CH:13]=[C:14]([Br:18])[CH:15]=2)[N:10]([CH2:20][C:21]2[CH:26]=[CH:25][CH:24]=[CH:23][CH:22]=2)[CH2:9]1)([CH3:4])([CH3:2])[CH3:3]. The catalyst class is: 26. (3) Reactant: [CH3:1][C:2]1[NH:10][C:9]2[C:4](=[N:5][C:6]([CH3:11])=[CH:7][CH:8]=2)[CH:3]=1.C(=O)([O-])[O-].[K+].[K+].[CH3:18][S:19]([C:22]1[CH:27]=[CH:26][C:25]([S:28][S:28][C:25]2[CH:26]=[CH:27][C:22]([S:19]([CH3:18])(=[O:21])=[O:20])=[CH:23][CH:24]=2)=[CH:24][CH:23]=1)(=[O:21])=[O:20]. Product: [CH3:1][C:2]1[NH:10][C:9]2[C:4](=[N:5][C:6]([CH3:11])=[CH:7][CH:8]=2)[C:3]=1[S:28][C:25]1[CH:26]=[CH:27][C:22]([S:19]([CH3:18])(=[O:21])=[O:20])=[CH:23][CH:24]=1. The catalyst class is: 3. (4) Reactant: CC1C=CC(S(O[CH2:12][CH2:13][CH2:14][CH2:15][C:16]2[C:24]3[C:19](=[CH:20][CH:21]=[C:22]([F:25])[CH:23]=3)[NH:18][CH:17]=2)(=O)=O)=CC=1.[CH3:26][C:27]1[N:28]=[C:29]([N:37]2[CH2:42][CH2:41][NH:40][CH2:39][CH2:38]2)[S:30][C:31]=1[C:32]([O:34][CH2:35][CH3:36])=[O:33].C(=O)([O-])[O-].[K+].[K+].[I-].[K+]. Product: [F:25][C:22]1[CH:23]=[C:24]2[C:19](=[CH:20][CH:21]=1)[NH:18][CH:17]=[C:16]2[CH2:15][CH2:14][CH2:13][CH2:12][N:40]1[CH2:41][CH2:42][N:37]([C:29]2[S:30][C:31]([C:32]([O:34][CH2:35][CH3:36])=[O:33])=[C:27]([CH3:26])[N:28]=2)[CH2:38][CH2:39]1. The catalyst class is: 10. (5) Reactant: [CH3:1][C:2]1[CH:7]=[C:6]([N+:8]([O-])=O)[C:5]([O:11][CH3:12])=[CH:4][C:3]=1[N:13]1[CH2:19][CH2:18][CH2:17][N:16]([CH2:20][CH2:21][S:22]([CH3:25])(=[O:24])=[O:23])[CH2:15][CH2:14]1. Product: [CH3:1][C:2]1[C:3]([N:13]2[CH2:19][CH2:18][CH2:17][N:16]([CH2:20][CH2:21][S:22]([CH3:25])(=[O:23])=[O:24])[CH2:15][CH2:14]2)=[CH:4][C:5]([O:11][CH3:12])=[C:6]([CH:7]=1)[NH2:8]. The catalyst class is: 513.